This data is from Retrosynthesis with 50K atom-mapped reactions and 10 reaction types from USPTO. The task is: Predict the reactants needed to synthesize the given product. (1) Given the product c1cc2c(ncc3nnc(C4CCNCC4)n32)[nH]1, predict the reactants needed to synthesize it. The reactants are: O=C(OCc1ccccc1)N1CCC(c2nnc3cnc4[nH]ccc4n23)CC1. (2) Given the product CS(=O)CC[C@H](NC(=O)[C@H](Cc1ccccc1)NC(=O)CNC(=O)CNC(=O)[C@@H](N)Cc1ccc(O)cc1)C(=O)O, predict the reactants needed to synthesize it. The reactants are: CS(=O)CC[C@H](NC(=O)[C@H](Cc1ccccc1)NC(=O)CNC(=O)CNC(=O)[C@H](Cc1ccc(O)cc1)NC(=O)OC(C)(C)C)C(=O)O. (3) Given the product COCCCNC(=O)c1cccc(-c2cccc3cc(C(=O)N[C@H]4CN5CCC4CC5)sc23)c1, predict the reactants needed to synthesize it. The reactants are: COCCCN.O=C(O)c1cccc(-c2cccc3cc(C(=O)N[C@H]4CN5CCC4CC5)sc23)c1. (4) Given the product Cc1nn(C)c(Cl)c1C(=O)N(C)c1ccc(Cc2nc3c([nH]2)c(=O)n(Cc2ccccc2F)c(=O)n3CC2CC2)cc1, predict the reactants needed to synthesize it. The reactants are: CNc1ccc(Cc2nc3c([nH]2)c(=O)n(Cc2ccccc2F)c(=O)n3CC2CC2)cc1.Cc1nn(C)c(Cl)c1C(=O)O. (5) Given the product CC(C)(C)OC(=O)N(Cc1cc2c(cn1)OCCO2)[C@H]1CCNC[C@H]1O, predict the reactants needed to synthesize it. The reactants are: CC(C)(C)OC(=O)N(Cc1cc2c(cn1)OCCO2)[C@H]1CCN(C(=O)OCc2ccccc2)C[C@H]1O. (6) Given the product COc1c2c(c3n(c1=O)CCCCN(C)C3=O)CCN(Cc1ccc(F)cc1)C2=O, predict the reactants needed to synthesize it. The reactants are: COc1c2c(c3n(c1=O)CCCCN(C)C3=O)CCN(Cc1ccc(F)c(Cl)c1)C2=O. (7) Given the product CC(=O)O[C@@H]1[C@@H](CO)O[C@H](OCCNC(=O)OCc2ccccc2)[C@@H](N=[N+]=[N-])[C@H]1OC(C)=O, predict the reactants needed to synthesize it. The reactants are: CC(=O)O[C@@H]1[C@@H](CO[Si](C)(C)C(C)(C)C)O[C@H](OCCNC(=O)OCc2ccccc2)[C@@H](N=[N+]=[N-])[C@H]1OC(C)=O. (8) The reactants are: NCC(N)=O.O=C(O)C1CC12CCCCC2. Given the product NC(=O)CNC(=O)C1CC12CCCCC2, predict the reactants needed to synthesize it. (9) Given the product CCC(=C(c1ccc(O)cc1)c1ccc(O)cc1)c1ccc(OS(=O)(=O)C(F)(F)F)c(OC)c1, predict the reactants needed to synthesize it. The reactants are: CCC(=O)c1ccc(OS(=O)(=O)C(F)(F)F)c(OC)c1.O=C(c1ccc(O)cc1)c1ccc(O)cc1. (10) Given the product CC(CS(=O)c1ccc(CBr)cc1)(C(F)(F)F)C(F)(F)F, predict the reactants needed to synthesize it. The reactants are: Cc1ccc(S(=O)CC(C)(C(F)(F)F)C(F)(F)F)cc1.O=C1CCC(=O)N1Br.